The task is: Predict the reactants needed to synthesize the given product.. This data is from Retrosynthesis with 50K atom-mapped reactions and 10 reaction types from USPTO. Given the product CN1CCC(NC(=O)c2ccc(Nc3ncc4c(n3)N(C3CCCC3)CC(F)(F)C(=O)N4C)c(C(F)(F)F)c2)CC1, predict the reactants needed to synthesize it. The reactants are: CN1C(=O)C(F)(F)CN(C2CCCC2)c2nc(Nc3ccc(C(=O)O)cc3C(F)(F)F)ncc21.CN1CCC(N)CC1.